This data is from Full USPTO retrosynthesis dataset with 1.9M reactions from patents (1976-2016). The task is: Predict the reactants needed to synthesize the given product. (1) Given the product [Na+:68].[CH:1]([O:4][C:5]1[CH:10]=[CH:9][C:8]([S:11]([O-:13])=[O:12])=[CH:7][C:6]=1[C:20]([N:22]1[CH2:30][C:29]2[C:24](=[CH:25][CH:26]=[C:27]([CH:31]3[CH2:32][CH2:33][O:34][CH2:35][CH2:36]3)[CH:28]=2)[CH2:23]1)=[O:21])([CH3:3])[CH3:2], predict the reactants needed to synthesize it. The reactants are: [CH:1]([O:4][C:5]1[CH:10]=[CH:9][C:8]([S:11](CC[Si](C)(C)C)(=[O:13])=[O:12])=[CH:7][C:6]=1[C:20]([N:22]1[CH2:30][C:29]2[C:24](=[CH:25][CH:26]=[C:27]([CH:31]3[CH2:36][CH2:35][O:34][CH2:33][CH2:32]3)[CH:28]=2)[CH2:23]1)=[O:21])([CH3:3])[CH3:2].CCCC[N+](CCCC)(CCCC)CCCC.[F-].C(O)(=O)CC(CC(O)=O)(C(O)=O)O.[Na+:68].[Cl-]. (2) Given the product [CH2:39]([N:35]1[CH:34]=[C:33]2[C:37]([CH:38]=[C:30]([C:22]3[CH:21]=[C:20]([C:16]4[CH:17]=[CH:18][CH:19]=[C:14]([N:11]5[CH2:12][CH2:13][NH:8][CH2:9][CH2:10]5)[CH:15]=4)[N:28]4[C:23]=3[C:24]([NH2:29])=[N:25][CH:26]=[N:27]4)[CH:31]=[CH:32]2)=[N:36]1)[C:40]1[CH:45]=[CH:44][CH:43]=[CH:42][CH:41]=1, predict the reactants needed to synthesize it. The reactants are: C(OC([N:8]1[CH2:13][CH2:12][N:11]([C:14]2[CH:19]=[CH:18][CH:17]=[C:16]([C:20]3[N:28]4[C:23]([C:24]([NH2:29])=[N:25][CH:26]=[N:27]4)=[C:22]([C:30]4[CH:31]=[CH:32][C:33]5[C:37]([CH:38]=4)=[N:36][N:35]([CH2:39][C:40]4[CH:45]=[CH:44][CH:43]=[CH:42][CH:41]=4)[CH:34]=5)[CH:21]=3)[CH:15]=2)[CH2:10][CH2:9]1)=O)(C)(C)C.C(O)(C(F)(F)F)=O. (3) Given the product [CH2:29]([O:31][C:32](=[O:35])[CH2:33][NH:34][C:25]([C:9]1[N:10]=[C:11]([N:12]2[CH2:17][CH2:16][N:15]3[C:18]([C:21]([F:23])([F:24])[F:22])=[N:19][N:20]=[C:14]3[CH2:13]2)[C:6]2[CH:5]=[C:4]([CH2:1][CH2:2][CH3:3])[S:28][C:7]=2[N:8]=1)=[O:26])[CH3:30], predict the reactants needed to synthesize it. The reactants are: [CH2:1]([C:4]1[S:28][C:7]2[N:8]=[C:9]([C:25](O)=[O:26])[N:10]=[C:11]([N:12]3[CH2:17][CH2:16][N:15]4[C:18]([C:21]([F:24])([F:23])[F:22])=[N:19][N:20]=[C:14]4[CH2:13]3)[C:6]=2[CH:5]=1)[CH2:2][CH3:3].[CH2:29]([O:31][C:32](=[O:35])[CH2:33][NH2:34])[CH3:30].Cl.CN(C(ON1N=NC2C=CC=NC1=2)=[N+](C)C)C.F[P-](F)(F)(F)(F)F.C(N(CC)CC)C. (4) Given the product [Cl:1][C:2]1[CH:7]=[CH:6][C:5]([N:8]2[CH2:13][CH2:12][N:11]([S:14]([CH2:17][CH:18]([OH:28])[CH2:19][CH2:20][C:21]3[CH:22]=[N:23][CH:24]=[C:25]([Cl:27])[CH:26]=3)(=[O:16])=[O:15])[CH2:10][CH2:9]2)=[CH:4][CH:3]=1, predict the reactants needed to synthesize it. The reactants are: [Cl:1][C:2]1[CH:7]=[CH:6][C:5]([N:8]2[CH2:13][CH2:12][N:11]([S:14]([CH2:17][C:18](=[O:28])[CH2:19][CH2:20][C:21]3[CH:22]=[N:23][CH:24]=[C:25]([Cl:27])[CH:26]=3)(=[O:16])=[O:15])[CH2:10][CH2:9]2)=[CH:4][CH:3]=1.[BH4-].[Na+]. (5) Given the product [CH2:1]([O:8][C:9]1[CH:10]=[CH:11][C:12]2[C:16]([O:17][C:18]3[CH:32]=[CH:31][C:21]([O:22][CH2:23][CH2:24][N:25]4[CH2:30][CH2:29][CH2:28][CH2:27][CH2:26]4)=[CH:20][CH:19]=3)=[C:15]([C:38]3[CH:39]=[CH:40][C:41]([S:42]([CH3:45])(=[O:43])=[O:44])=[C:36]([F:35])[CH:37]=3)[S:14][C:13]=2[CH:34]=1)[C:2]1[CH:7]=[CH:6][CH:5]=[CH:4][CH:3]=1, predict the reactants needed to synthesize it. The reactants are: [CH2:1]([O:8][C:9]1[CH:10]=[CH:11][C:12]2[C:16]([O:17][C:18]3[CH:32]=[CH:31][C:21]([O:22][CH2:23][CH2:24][N:25]4[CH2:30][CH2:29][CH2:28][CH2:27][CH2:26]4)=[CH:20][CH:19]=3)=[C:15](Br)[S:14][C:13]=2[CH:34]=1)[C:2]1[CH:7]=[CH:6][CH:5]=[CH:4][CH:3]=1.[F:35][C:36]1[CH:37]=[C:38](B(O)O)[CH:39]=[CH:40][C:41]=1[S:42]([CH3:45])(=[O:44])=[O:43].C(=O)([O-])[O-].[Na+].[Na+]. (6) Given the product [Cl:1][C:2]1[S:14][C:5]2=[N:6][C:7]([Cl:13])=[C:8]([C:10](=[O:12])[CH3:11])[CH:9]=[C:4]2[CH:3]=1, predict the reactants needed to synthesize it. The reactants are: [Cl:1][C:2]1[S:14][C:5]2=[N:6][C:7]([Cl:13])=[C:8]([CH:10]([OH:12])[CH3:11])[CH:9]=[C:4]2[CH:3]=1. (7) Given the product [Br:1][C:2]1[C:3]([NH2:13])=[C:4]([N+:9]([O-:11])=[O:10])[C:5]([Cl:8])=[N:6][CH:7]=1, predict the reactants needed to synthesize it. The reactants are: [Br:1][C:2]1[C:3](Cl)=[C:4]([N+:9]([O-:11])=[O:10])[C:5]([Cl:8])=[N:6][CH:7]=1.[NH3:13].